From a dataset of Forward reaction prediction with 1.9M reactions from USPTO patents (1976-2016). Predict the product of the given reaction. Given the reactants [C:1]([C:5]1[C:6]([O:16]COC)=[C:7]([C:11]([CH3:15])=[C:12]([F:14])[CH:13]=1)[C:8]([OH:10])=[O:9])([CH3:4])([CH3:3])[CH3:2].Cl, predict the reaction product. The product is: [C:1]([C:5]1[C:6]([OH:16])=[C:7]([C:11]([CH3:15])=[C:12]([F:14])[CH:13]=1)[C:8]([OH:10])=[O:9])([CH3:4])([CH3:3])[CH3:2].